This data is from Forward reaction prediction with 1.9M reactions from USPTO patents (1976-2016). The task is: Predict the product of the given reaction. (1) Given the reactants [CH3:1][S:2](Cl)(=[O:4])=[O:3].[OH:6][CH2:7][CH2:8][O:9][CH2:10][CH2:11][O:12][CH2:13][CH2:14][O:15][C:16]1[CH:21]=[CH:20][C:19]([C:22]2[CH:23]=[C:24]3[C:29](=[CH:30][CH:31]=2)[CH:28]=[C:27]([N:32]([CH3:40])[C:33](=[O:39])[O:34][C:35]([CH3:38])([CH3:37])[CH3:36])[CH:26]=[CH:25]3)=[CH:18][CH:17]=1.C(N(CC)CC)C, predict the reaction product. The product is: [CH3:1][S:2]([O:6][CH2:7][CH2:8][O:9][CH2:10][CH2:11][O:12][CH2:13][CH2:14][O:15][C:16]1[CH:21]=[CH:20][C:19]([C:22]2[CH:31]=[CH:30][C:29]3[C:24](=[CH:25][CH:26]=[C:27]([N:32]([C:33]([O:34][C:35]([CH3:36])([CH3:37])[CH3:38])=[O:39])[CH3:40])[CH:28]=3)[CH:23]=2)=[CH:18][CH:17]=1)(=[O:4])=[O:3]. (2) Given the reactants [Cl:1][C:2]1[N:7]=[CH:6][C:5]2[C@:8]3([C@H:36]([CH2:37][C:38]([CH3:41])([CH3:40])[CH3:39])[N:18]4[C@H:19]([CH2:34][OH:35])[N:20]([C:23]5[CH:31]=[CH:30][C:26]([C:27]([NH2:29])=[O:28])=[CH:25][C:24]=5[O:32][CH3:33])[C:21](=[O:22])[C@H:17]4[C@@H:16]3[C:42]3[CH:47]=[CH:46][CH:45]=[C:44]([Cl:48])[C:43]=3[F:49])[C:9](=[O:15])[N:10](C(O)CO)[C:4]=2[CH:3]=1.CCO.[OH-].[Na+], predict the reaction product. The product is: [Cl:1][C:2]1[N:7]=[CH:6][C:5]2[C@:8]3([C@H:36]([CH2:37][C:38]([CH3:41])([CH3:40])[CH3:39])[N:18]4[C@H:19]([CH2:34][OH:35])[N:20]([C:23]5[CH:31]=[CH:30][C:26]([C:27]([NH2:29])=[O:28])=[CH:25][C:24]=5[O:32][CH3:33])[C:21](=[O:22])[C@H:17]4[C@@H:16]3[C:42]3[CH:47]=[CH:46][CH:45]=[C:44]([Cl:48])[C:43]=3[F:49])[C:9](=[O:15])[NH:10][C:4]=2[CH:3]=1. (3) Given the reactants [F:1][C:2]1[CH:7]=[CH:6][C:5]([CH2:8][CH2:9][N:10]([CH2:17][CH:18]2[CH2:22][CH2:21][O:20][CH2:19]2)[CH2:11][C:12]([N:14]([CH3:16])[CH3:15])=[O:13])=[CH:4][C:3]=1[O:23][CH2:24][C:25]([F:28])([F:27])[F:26].[Cl:29][CH2:30][C:31](N1CCCC1)=O.ClCC(N(C)C)=O, predict the reaction product. The product is: [ClH:29].[F:1][C:2]1[CH:7]=[CH:6][C:5]([CH2:8][CH2:9][N:10]([CH2:17][CH:18]2[CH2:22][CH2:21][O:20][CH2:19]2)[CH2:11][C:12]([N:14]2[CH2:15][CH2:31][CH2:30][CH2:16]2)=[O:13])=[CH:4][C:3]=1[O:23][CH2:24][C:25]([F:26])([F:27])[F:28]. (4) The product is: [C:16]([O:15][CH3:13])(=[O:20])[CH3:17].[CH3:8][CH2:9][CH2:10][CH2:7][CH2:5][CH3:6].[CH2:24]([O:23][C:21](=[O:22])[CH:17]([CH:16]=[O:15])[CH2:18][CH3:19])[CH3:25]. Given the reactants C(N[CH:5]([CH3:7])[CH3:6])(C)C.[CH2:8]([Li])[CH2:9][CH2:10]C.[CH2:13]([O:15][C:16](=[O:20])[CH2:17][CH2:18][CH3:19])C.[CH:21]([O:23][CH2:24][CH3:25])=[O:22], predict the reaction product. (5) Given the reactants C([N:8]1[CH2:12][CH2:11][C:10]([C:14]2[CH:19]=[CH:18][C:17]([F:20])=[C:16]([F:21])[CH:15]=2)([OH:13])[CH2:9]1)C1C=CC=CC=1.C([O-])=O.[NH4+], predict the reaction product. The product is: [F:21][C:16]1[CH:15]=[C:14]([C:10]2([OH:13])[CH2:11][CH2:12][NH:8][CH2:9]2)[CH:19]=[CH:18][C:17]=1[F:20]. (6) Given the reactants [Cl:1][C:2]1[CH:3]=[CH:4][C:5]2[N:11]3[CH:12]=[CH:13][CH:14]=[C:10]3[C@@H:9]([CH2:15][C:16]([NH:18][C:19]3[CH:20]=[C:21]([CH:26]=[CH:27][CH:28]=3)[C:22]([O:24]C)=[O:23])=[O:17])[O:8][C@H:7]([C:29]3[CH:34]=[CH:33][CH:32]=[C:31]([O:35][CH3:36])[C:30]=3[O:37][CH3:38])[C:6]=2[CH:39]=1.C(=O)([O-])[O-].[K+].[K+].Cl.C(OCC)(=O)C, predict the reaction product. The product is: [Cl:1][C:2]1[CH:3]=[CH:4][C:5]2[N:11]3[CH:12]=[CH:13][CH:14]=[C:10]3[C@@H:9]([CH2:15][C:16]([NH:18][C:19]3[CH:20]=[C:21]([CH:26]=[CH:27][CH:28]=3)[C:22]([OH:24])=[O:23])=[O:17])[O:8][C@H:7]([C:29]3[CH:34]=[CH:33][CH:32]=[C:31]([O:35][CH3:36])[C:30]=3[O:37][CH3:38])[C:6]=2[CH:39]=1. (7) Given the reactants C1(P(C2C=CC=CC=2)C2C=CC=CC=2)C=CC=CC=1.II.C(N(CC)CC)C.[C:29]([O:33][C:34](=[O:46])[NH:35][CH2:36][CH2:37][C:38](=[O:45])[NH:39][NH:40][C:41](=O)[CH2:42][CH3:43])([CH3:32])([CH3:31])[CH3:30], predict the reaction product. The product is: [C:29]([O:33][C:34](=[O:46])[NH:35][CH2:36][CH2:37][C:38]1[O:45][C:41]([CH2:42][CH3:43])=[N:40][N:39]=1)([CH3:32])([CH3:31])[CH3:30]. (8) The product is: [F:41][C:38]1[CH:39]=[CH:40][C:35]([N:6]2[C:7]3[C:12](=[CH:11][CH:10]=[CH:9][CH:8]=3)[CH2:13][C:14]3[CH:1]=[CH:2][CH:3]=[CH:4][C:5]2=3)=[CH:36][CH:37]=1. Given the reactants [CH:1]1[C:14]2[CH2:13][C:12]3[C:7](=[CH:8][CH:9]=[CH:10][CH:11]=3)[NH:6][C:5]=2[CH:4]=[CH:3][CH:2]=1.C(P(C(C)(C)C)C(C)(C)C)(C)(C)C.CC(C)([O-])C.[Na+].Br[C:35]1[CH:40]=[CH:39][C:38]([F:41])=[CH:37][CH:36]=1, predict the reaction product. (9) Given the reactants Br[C:2]1[CH:8]=[CH:7][C:5]([NH2:6])=[CH:4][C:3]=1[Cl:9].NC1C=CC([CH:15]=[CH:16][C:17]([O:19][CH2:20][CH3:21])=[O:18])=C(F)C=1, predict the reaction product. The product is: [NH2:6][C:5]1[CH:7]=[CH:8][C:2]([CH:15]=[CH:16][C:17]([O:19][CH2:20][CH3:21])=[O:18])=[C:3]([Cl:9])[CH:4]=1. (10) Given the reactants [CH3:1][C:2]1([CH3:10])[O:6][C@@H:5]([CH2:7][CH2:8][OH:9])[CH2:4][O:3]1.CCN(C(C)C)C(C)C.Cl[CH2:21][O:22][CH3:23].[NH4+].[Cl-], predict the reaction product. The product is: [CH3:21][O:22][CH2:23][O:9][CH2:8][CH2:7][C@H:5]1[CH2:4][O:3][C:2]([CH3:10])([CH3:1])[O:6]1.